This data is from Catalyst prediction with 721,799 reactions and 888 catalyst types from USPTO. The task is: Predict which catalyst facilitates the given reaction. (1) Reactant: [F:1][C:2]1[CH:3]=[C:4]2[C:9]3=[C:10]([O:13][CH2:14][C:15]([CH3:17])([CH3:16])[N:8]3[CH:7]=[C:6]([C:18]([OH:20])=[O:19])[C:5]2=[O:21])[C:11]=1[F:12].[N+:22]([O-])([O-:24])=[O:23].[K+]. Product: [F:1][C:2]1[C:3]([N+:22]([O-:24])=[O:23])=[C:4]2[C:9]3=[C:10]([O:13][CH2:14][C:15]([CH3:17])([CH3:16])[N:8]3[CH:7]=[C:6]([C:18]([OH:20])=[O:19])[C:5]2=[O:21])[C:11]=1[F:12]. The catalyst class is: 82. (2) Reactant: C(OP([CH2:9][C:10]#[N:11])(=O)OCC)C.C[Si]([N-][Si](C)(C)C)(C)C.[Li+].[CH3:22][O:23][C:24]1[CH:25]=[C:26]([C:32]([C:34]2[CH:39]=[CH:38][C:37]([O:40][CH3:41])=[C:36]([F:42])[CH:35]=2)=O)[CH:27]=[C:28]([O:30][CH3:31])[CH:29]=1. Product: [CH3:31][O:30][C:28]1[CH:27]=[C:26]([C:32]([C:34]2[CH:39]=[CH:38][C:37]([O:40][CH3:41])=[C:36]([F:42])[CH:35]=2)=[CH:9][C:10]#[N:11])[CH:25]=[C:24]([O:23][CH3:22])[CH:29]=1. The catalyst class is: 1. (3) Reactant: [F:1][C:2]([F:13])([F:12])[O:3][C:4]1[CH:11]=[CH:10][CH:9]=[CH:8][C:5]=1[CH2:6][NH2:7].CCN=C=N[CH2:19][CH2:20][CH2:21][N:22]([CH3:24])C.Cl.[OH2:26]. Product: [F:1][C:2]([F:12])([F:13])[O:3][C:4]1[CH:11]=[CH:10][CH:9]=[CH:8][C:5]=1[CH2:6][NH:7][C:8]([C:5]1[CH:4]=[C:11]2[C:20](=[CH:19][CH:6]=1)[CH2:21][NH:22][CH2:24][CH2:10]2)=[O:26]. The catalyst class is: 239. (4) Reactant: [N+]([O-])(O)=O.[N+:5]([C:8]1[CH:18]=[CH:17][C:11]2[CH2:12][CH2:13][NH:14][CH2:15][CH2:16][C:10]=2[CH:9]=1)([O-:7])=[O:6].C(N(CC)CC)C.[CH3:26][S:27](Cl)(=[O:29])=[O:28].Cl. Product: [CH3:26][S:27]([N:14]1[CH2:15][CH2:16][C:10]2[CH:9]=[C:8]([N+:5]([O-:7])=[O:6])[CH:18]=[CH:17][C:11]=2[CH2:12][CH2:13]1)(=[O:29])=[O:28]. The catalyst class is: 2.